From a dataset of Buchwald-Hartwig C-N cross coupling reaction yields with 55,370 reactions. Predict the reaction yield, written as a fraction of the theoretical maximum amount of product (1.0 means a 100% yield; for example, 0.34 means a 34% yield). The reactants are Brc1ccccn1.Cc1ccc(N)cc1.O=S(=O)(O[Pd]1c2ccccc2-c2ccccc2N~1)C(F)(F)F.CC(C)c1cc(C(C)C)c(-c2ccccc2P(C(C)(C)C)C(C)(C)C)c(C(C)C)c1.CN1CCCN2CCCN=C12.Cc1cc(C)on1. No catalyst specified. The product is Cc1ccc(Nc2ccccn2)cc1. The yield is 0.800.